This data is from Forward reaction prediction with 1.9M reactions from USPTO patents (1976-2016). The task is: Predict the product of the given reaction. (1) Given the reactants [OH-].[Na+].[Cl:3][C:4]1[CH:5]=[N:6][CH:7]=[C:8]([Cl:40])[C:9]=1[C:10]1[C:14]([CH2:15][O:16][C:17]2[CH:25]=[C:24]3[C:20]([CH:21]=[CH:22][N:23]3[CH2:26][C:27]3[CH:28]=[C:29]([CH:34]=[CH:35][CH:36]=3)[C:30]([O:32]C)=[O:31])=[CH:19][CH:18]=2)=[C:13]([CH:37]([CH3:39])[CH3:38])[O:12][N:11]=1.Cl, predict the reaction product. The product is: [Cl:3][C:4]1[CH:5]=[N:6][CH:7]=[C:8]([Cl:40])[C:9]=1[C:10]1[C:14]([CH2:15][O:16][C:17]2[CH:25]=[C:24]3[C:20]([CH:21]=[CH:22][N:23]3[CH2:26][C:27]3[CH:28]=[C:29]([CH:34]=[CH:35][CH:36]=3)[C:30]([OH:32])=[O:31])=[CH:19][CH:18]=2)=[C:13]([CH:37]([CH3:38])[CH3:39])[O:12][N:11]=1. (2) Given the reactants [CH3:1][O:2][C:3](=[O:17])[C:4]1[C:9]([OH:10])=[CH:8][CH:7]=[CH:6][C:5]=1[O:11][CH2:12][CH2:13][CH2:14][CH2:15][NH2:16].OCC1C=CC=C(CO)C=1C([O-])=O.[C:31]([NH:38][CH:39](O)[CH2:40][CH2:41][CH3:42])([O:33][C:34]([CH3:37])([CH3:36])[CH3:35])=[O:32].C1(P(C2C=CC=CC=2)C2C=CC=CC=2)C=CC=CC=1.CC(OC(/N=N/C(OC(C)C)=O)=O)C, predict the reaction product. The product is: [CH3:1][O:2][C:3](=[O:17])[C:4]1[C:9]([OH:10])=[CH:8][CH:7]=[CH:6][C:5]=1[O:11][CH2:12][CH2:13][CH2:14][CH2:15][NH2:16].[CH3:1][O:2][C:3](=[O:17])[C:4]1[C:5]([OH:11])=[CH:6][CH:7]=[CH:8][C:9]=1[O:10][CH2:42][CH2:41][CH2:40][CH2:39][NH:38][C:31]([O:33][C:34]([CH3:37])([CH3:36])[CH3:35])=[O:32]. (3) The product is: [C:1]1([CH3:34])[CH:2]=[CH:3][C:4]([C:7]2[C:20]3[C:11](=[CH:12][C:13]4[C:18]([CH:19]=3)=[C:17]([C:21]3[CH:22]=[CH:23][C:24]([C:25]([OH:27])=[O:26])=[CH:30][CH:31]=3)[CH:16]=[CH:15][CH:14]=4)[C:10]([CH3:32])([CH3:33])[CH2:9][CH:8]=2)=[CH:5][CH:6]=1. Given the reactants [C:1]1([CH3:34])[CH:6]=[CH:5][C:4]([C:7]2[C:20]3[C:11](=[CH:12][C:13]4[C:18]([CH:19]=3)=[C:17]([C:21]3[CH:31]=[CH:30][C:24]([C:25]([O:27]CC)=[O:26])=[CH:23][CH:22]=3)[CH:16]=[CH:15][CH:14]=4)[C:10]([CH3:33])([CH3:32])[CH2:9][CH:8]=2)=[CH:3][CH:2]=1.CO.[Li+].[OH-].Cl, predict the reaction product. (4) Given the reactants [CH2:1]([O:3][C:4](=[O:13])[C:5]1[CH:10]=[C:9]([Cl:11])[C:8](Cl)=[N:7][CH:6]=1)[CH3:2].[C:14]([O:18][C:19]([N:21]1[CH2:26][CH2:25][NH:24][CH2:23][CH2:22]1)=[O:20])([CH3:17])([CH3:16])[CH3:15].CCN(C(C)C)C(C)C, predict the reaction product. The product is: [C:14]([O:18][C:19]([N:21]1[CH2:26][CH2:25][N:24]([C:8]2[C:9]([Cl:11])=[CH:10][C:5]([C:4]([O:3][CH2:1][CH3:2])=[O:13])=[CH:6][N:7]=2)[CH2:23][CH2:22]1)=[O:20])([CH3:17])([CH3:15])[CH3:16].